This data is from Full USPTO retrosynthesis dataset with 1.9M reactions from patents (1976-2016). The task is: Predict the reactants needed to synthesize the given product. (1) Given the product [CH:1]1([O:7][C:8]2[CH:9]=[CH:10][C:11]([CH2:14][C:15]([CH:21]3[CH2:23][CH2:22]3)=[O:16])=[CH:12][CH:13]=2)[CH2:2][CH2:3][CH2:4][CH2:5][CH2:6]1, predict the reactants needed to synthesize it. The reactants are: [CH:1]1([O:7][C:8]2[CH:13]=[CH:12][C:11]([CH2:14][C:15](N(OC)C)=[O:16])=[CH:10][CH:9]=2)[CH2:6][CH2:5][CH2:4][CH2:3][CH2:2]1.[CH:21]1([Mg]Br)[CH2:23][CH2:22]1.C(=O)=O.CC(C)=O. (2) Given the product [CH3:20][O:18][C:17](=[O:19])[CH2:16][CH2:15][CH2:14][CH2:13][CH2:12][CH2:11][CH2:10][CH2:9][CH2:8][CH2:7][CH2:6][CH2:5][CH2:4][CH2:3][CH2:2][Br:1], predict the reactants needed to synthesize it. The reactants are: [Br:1][CH2:2][CH2:3][CH2:4][CH2:5][CH2:6][CH2:7][CH2:8][CH2:9][CH2:10][CH2:11][CH2:12][CH2:13][CH2:14][CH2:15][CH2:16][C:17]([OH:19])=[O:18].[C:20]1(C)C=CC=CC=1.COC(OC)OC. (3) Given the product [NH:11]1[C:9]([CH2:8][C:6]([C:1]2[S:5][CH:4]=[CH:3][CH:2]=2)=[O:7])=[N:10][N:13]=[N:12]1, predict the reactants needed to synthesize it. The reactants are: [C:1]1([C:6]([CH2:8][C:9]#[N:10])=[O:7])[S:5][CH:4]=[CH:3][CH:2]=1.[N-:11]=[N+:12]=[N-:13].[Na+].[Cl-].C([NH+](CC)CC)C. (4) Given the product [CH3:10][C@H:11]1[CH2:16][C@@H:15]([CH3:17])[CH2:14][N:13]([C:2]2[CH:9]=[CH:8][CH:7]=[CH:6][C:3]=2[C:4]#[N:5])[CH2:12]1, predict the reactants needed to synthesize it. The reactants are: F[C:2]1[CH:9]=[CH:8][CH:7]=[CH:6][C:3]=1[C:4]#[N:5].[CH3:10][C@H:11]1[CH2:16][C@@H:15]([CH3:17])[CH2:14][NH:13][CH2:12]1.C(O)(=O)CC(CC(O)=O)(C(O)=O)O.